Dataset: TCR-epitope binding with 47,182 pairs between 192 epitopes and 23,139 TCRs. Task: Binary Classification. Given a T-cell receptor sequence (or CDR3 region) and an epitope sequence, predict whether binding occurs between them. The epitope is FLNGSCGSV. The TCR CDR3 sequence is CATSERGYEQYF. Result: 1 (the TCR binds to the epitope).